From a dataset of Full USPTO retrosynthesis dataset with 1.9M reactions from patents (1976-2016). Predict the reactants needed to synthesize the given product. (1) Given the product [OH:50][C@H:49]([CH2:53][OH:52])[CH2:48][O:47][C@H:10]1[C@H:11]([C:28]2[CH:29]=[CH:30][C:31]([O:34][CH2:35][CH2:36][CH2:37][O:38][C:39]3[CH:44]=[CH:43][CH:42]=[CH:41][C:40]=3[C:45]#[N:46])=[CH:32][CH:33]=2)[C@@H:12]([O:14][CH2:15][C:16]2[CH:25]=[C:24]([O:26][CH3:27])[C:23]3[C:18](=[CH:19][CH:20]=[CH:21][CH:22]=3)[CH:17]=2)[CH2:13][NH:8][CH2:9]1, predict the reactants needed to synthesize it. The reactants are: C(OC([N:8]1[CH2:13][C@H:12]([O:14][CH2:15][C:16]2[CH:25]=[C:24]([O:26][CH3:27])[C:23]3[C:18](=[CH:19][CH:20]=[CH:21][CH:22]=3)[CH:17]=2)[C@@H:11]([C:28]2[CH:33]=[CH:32][C:31]([O:34][CH2:35][CH2:36][CH2:37][O:38][C:39]3[CH:44]=[CH:43][CH:42]=[CH:41][C:40]=3[C:45]#[N:46])=[CH:30][CH:29]=2)[C@H:10]([O:47][CH2:48][C@H:49]2[CH2:53][O:52]C(C)(C)[O:50]2)[CH2:9]1)=O)(C)(C)C.Cl. (2) Given the product [NH2:1][C:2]1[N:7]=[CH:6][N:5]=[C:4]2[N:8]([CH:32]3[CH2:36][CH2:35][N:34]([CH2:43][C:42]4[C:38]([CH3:37])=[N:39][NH:40][CH:41]=4)[CH2:33]3)[N:9]=[C:10]([C:11]3[CH:16]=[CH:15][C:14]([NH:17][C:18]([C:20]4[N:21]([CH3:29])[C:22]5[C:27]([CH:28]=4)=[CH:26][CH:25]=[CH:24][CH:23]=5)=[O:19])=[C:13]([O:30][CH3:31])[CH:12]=3)[C:3]=12, predict the reactants needed to synthesize it. The reactants are: [NH2:1][C:2]1[N:7]=[CH:6][N:5]=[C:4]2[N:8]([CH:32]3[CH2:36][CH2:35][NH:34][CH2:33]3)[N:9]=[C:10]([C:11]3[CH:16]=[CH:15][C:14]([NH:17][C:18]([C:20]4[N:21]([CH3:29])[C:22]5[C:27]([CH:28]=4)=[CH:26][CH:25]=[CH:24][CH:23]=5)=[O:19])=[C:13]([O:30][CH3:31])[CH:12]=3)[C:3]=12.[CH3:37][C:38]1[C:42]([CH:43]=O)=[CH:41][NH:40][N:39]=1.C(O[BH-](OC(=O)C)OC(=O)C)(=O)C.[Na+].[OH-].[Na+]. (3) Given the product [CH2:1]([O:8][C:9]1[CH:14]=[C:13]([CH3:15])[N:12]([C:16]2[C:17]([F:23])=[CH:18][CH:19]=[CH:20][C:21]=2[F:22])[C:11](=[O:24])[C:10]=1[Br:25])[C:2]1[CH:7]=[CH:6][CH:5]=[CH:4][CH:3]=1, predict the reactants needed to synthesize it. The reactants are: [CH2:1]([O:8][C:9]1[CH:14]=[C:13]([CH3:15])[N:12]([C:16]2[C:21]([F:22])=[CH:20][CH:19]=[CH:18][C:17]=2[F:23])[C:11](=[O:24])[CH:10]=1)[C:2]1[CH:7]=[CH:6][CH:5]=[CH:4][CH:3]=1.[Br:25]N1C(=O)CCC1=O. (4) Given the product [CH2:12]([C:2]1[N:7]=[CH:6][C:5]([C:8]#[N:9])=[CH:4][CH:3]=1)[CH:11]=[CH2:10], predict the reactants needed to synthesize it. The reactants are: Cl[C:2]1[N:7]=[CH:6][C:5]([C:8]#[N:9])=[CH:4][CH:3]=1.[CH2:10]([Sn](CCCC)(CCCC)CCCC)[CH:11]=[CH2:12]. (5) Given the product [CH:15]1([C:18]#[C:19][C:2]2[CH:7]=[CH:6][CH:5]=[CH:4][CH:3]=2)[CH2:17][CH2:16]1, predict the reactants needed to synthesize it. The reactants are: I[C:2]1[CH:7]=[CH:6][CH:5]=[CH:4][CH:3]=1.C(NC(C)C)(C)C.[CH:15]1([C:18]#[CH:19])[CH2:17][CH2:16]1. (6) Given the product [CH:21]1([CH2:24][NH:25][C:14]([C:7]2[C:6]3[C:10](=[CH:11][C:3]([O:2][CH3:1])=[CH:4][CH:5]=3)[N:9]([CH3:12])[C:8]=2[CH3:13])=[O:16])[CH2:23][CH2:22]1, predict the reactants needed to synthesize it. The reactants are: [CH3:1][O:2][C:3]1[CH:11]=[C:10]2[C:6]([C:7]([C:14]([OH:16])=O)=[C:8]([CH3:13])[N:9]2[CH3:12])=[CH:5][CH:4]=1.O=S(Cl)Cl.[CH:21]1([CH2:24][NH2:25])[CH2:23][CH2:22]1. (7) Given the product [CH3:29][C:28]1[C:27]2[C:26](=[O:30])[N:25]([C:31]3[CH:32]=[N:33][N:34]([CH2:36][C:37]([F:40])([F:38])[F:39])[CH:35]=3)[C:20]3([CH2:24][CH2:23][O:22][CH2:21]3)[C:18]=2[NH:19][C:3](=[O:5])[C:2]=1[C:1]([O:11][C:12]([CH3:13])([CH3:14])[CH3:15])=[O:10], predict the reactants needed to synthesize it. The reactants are: [C:1]([O:11][C:12]([CH3:15])([CH3:14])[CH3:13])(=[O:10])[CH2:2][C:3]([O:5]C(C)(C)C)=O.[H-].[Na+].[C:18]([C:20]1([N:25]([C:31]2[CH:32]=[N:33][N:34]([CH2:36][C:37]([F:40])([F:39])[F:38])[CH:35]=2)[C:26](=[O:30])[CH:27]=[C:28]=[CH2:29])[CH2:24][CH2:23][O:22][CH2:21]1)#[N:19]. (8) Given the product [CH3:12][N:11]1[C:7]([C@@:1]2([OH:15])[CH2:6][CH2:5][CH2:4][CH2:3][C@@H:2]2[OH:23])=[CH:8][CH:9]=[N:10]1, predict the reactants needed to synthesize it. The reactants are: [C:1]1([C:7]2[N:11]([CH3:12])[N:10]=[CH:9][CH:8]=2)[CH2:6][CH2:5][CH2:4][CH2:3][CH:2]=1.CS(N)(=O)=[O:15].C(O)(C)(C)C.[OH2:23]. (9) The reactants are: [H-].[Al+3].[Li+].[H-].[H-].[H-].C(=O)=O.C(#N)C.CON(C)[C:16]([CH:18]1[CH2:20][CH:19]1[C:21]1[CH:29]=[C:28]2[C:24]([CH:25]=[CH:26][NH:27]2)=[CH:23][CH:22]=1)=[O:17]. Given the product [NH:27]1[C:28]2[C:24](=[CH:23][CH:22]=[C:21]([CH:19]3[CH2:20][CH:18]3[CH:16]=[O:17])[CH:29]=2)[CH:25]=[CH:26]1, predict the reactants needed to synthesize it.